This data is from Full USPTO retrosynthesis dataset with 1.9M reactions from patents (1976-2016). The task is: Predict the reactants needed to synthesize the given product. (1) The reactants are: CO[C:3]([C:5]1[N:6]=[C:7]([C:23]#[N:24])[C:8]2[C:13]([C:14]=1[OH:15])=[CH:12][CH:11]=[C:10]([O:16][C:17]1[CH:22]=[CH:21][CH:20]=[CH:19][CH:18]=1)[CH:9]=2)=[O:4].Cl.[NH2:26][CH2:27][CH2:28][CH2:29][C:30]([CH3:35])([CH3:34])[C:31]([OH:33])=[O:32].C[O-].[Na+].CO.Cl. Given the product [C:23]([C:7]1[C:8]2[C:13](=[CH:12][CH:11]=[C:10]([O:16][C:17]3[CH:22]=[CH:21][CH:20]=[CH:19][CH:18]=3)[CH:9]=2)[C:14]([OH:15])=[C:5]([C:3]([NH:26][CH2:27][CH2:28][CH2:29][C:30]([CH3:35])([CH3:34])[C:31]([OH:33])=[O:32])=[O:4])[N:6]=1)#[N:24], predict the reactants needed to synthesize it. (2) Given the product [S:1]1[CH:5]=[CH:4][CH:3]=[C:2]1[CH2:15][NH:18][C:9]1[S:8][CH2:14][C:12](=[O:13])[N:11]=1, predict the reactants needed to synthesize it. The reactants are: [S:1]1[CH:5]=[CH:4][CH:3]=[C:2]1NC.[S:8]1[CH2:14][C:12](=[O:13])[NH:11][C:9]1=S.[CH:15]([N:18](CC)C(C)C)(C)C. (3) Given the product [NH3:8].[CH:11]([N:14]1[CH2:19][CH2:18][N:17]([C:2]2[CH:7]=[CH:6][C:5]([N+:8]([O-:10])=[O:9])=[CH:4][CH:3]=2)[CH2:16][CH2:15]1)([CH3:13])[CH3:12], predict the reactants needed to synthesize it. The reactants are: F[C:2]1[CH:7]=[CH:6][C:5]([N+:8]([O-:10])=[O:9])=[CH:4][CH:3]=1.[CH:11]([N:14]1[CH2:19][CH2:18][NH:17][CH2:16][CH2:15]1)([CH3:13])[CH3:12].C([O-])([O-])=O.[K+].[K+]. (4) Given the product [F:29][C:30]([F:35])([F:34])[C:31]([OH:33])=[O:32].[CH2:22]([O:21][C:17]1[CH:16]=[C:15]([CH:20]=[CH:19][CH:18]=1)[CH:14]=[C:11]1[CH2:12][CH2:13][NH:8][CH2:9][CH2:10]1)[C:23]1[CH:24]=[CH:25][CH:26]=[CH:27][CH:28]=1, predict the reactants needed to synthesize it. The reactants are: C(OC([N:8]1[CH2:13][CH2:12][C:11](=[CH:14][C:15]2[CH:20]=[CH:19][CH:18]=[C:17]([O:21][CH2:22][C:23]3[CH:28]=[CH:27][CH:26]=[CH:25][CH:24]=3)[CH:16]=2)[CH2:10][CH2:9]1)=O)(C)(C)C.[F:29][C:30]([F:35])([F:34])[C:31]([OH:33])=[O:32].